From a dataset of KCNQ2 potassium channel screen with 302,405 compounds. Binary Classification. Given a drug SMILES string, predict its activity (active/inactive) in a high-throughput screening assay against a specified biological target. (1) The drug is OCC1CC(C(C)(C)C)=CC(C1)CO. The result is 0 (inactive). (2) The compound is Clc1cn2c(CN3CCN(CC3)c3ncccn3)c(nc2cc1)C(=O)N(C)C. The result is 0 (inactive). (3) The drug is O1C(CCCC(=O)CCCC=Cc2c(C1=O)c(O)cc(O)c2)C. The result is 0 (inactive).